Task: Predict the product of the given reaction.. Dataset: Forward reaction prediction with 1.9M reactions from USPTO patents (1976-2016) Given the reactants I[C:2]1[CH:7]=[C:6]([C:8]([F:11])([F:10])[F:9])[CH:5]=[CH:4][C:3]=1[C:12]1[N:17]=[CH:16][N:15]=[C:14]([NH:18][C:19]2[CH:27]=[CH:26][CH:25]=[C:24]3[C:20]=2[CH2:21][CH:22]([OH:28])[CH2:23]3)[CH:13]=1.[F:29][C:30]([F:41])([F:40])[C:31]1[CH:36]=[CH:35][C:34](B(O)O)=[CH:33][CH:32]=1, predict the reaction product. The product is: [F:29][C:30]([F:41])([F:40])[C:31]1[CH:36]=[CH:35][C:34]([C:2]2[CH:7]=[C:6]([C:8]([F:11])([F:10])[F:9])[CH:5]=[CH:4][C:3]=2[C:12]2[N:17]=[CH:16][N:15]=[C:14]([NH:18][C:19]3[CH:27]=[CH:26][CH:25]=[C:24]4[C:20]=3[CH2:21][CH:22]([OH:28])[CH2:23]4)[CH:13]=2)=[CH:33][CH:32]=1.